This data is from Catalyst prediction with 721,799 reactions and 888 catalyst types from USPTO. The task is: Predict which catalyst facilitates the given reaction. (1) Reactant: [CH:1]([N:14]1[CH2:17][CH:16]([CH:18]=O)[CH2:15]1)([C:8]1[CH:13]=[CH:12][CH:11]=[CH:10][CH:9]=1)[C:2]1[CH:7]=[CH:6][CH:5]=[CH:4][CH:3]=1.C(OP([CH2:28][C:29]#[N:30])(=O)OCC)C.C(=O)([O-])[O-].[Cs+].[Cs+]. Product: [CH:1]([N:14]1[CH2:17][CH:16](/[CH:18]=[CH:28]/[C:29]#[N:30])[CH2:15]1)([C:8]1[CH:13]=[CH:12][CH:11]=[CH:10][CH:9]=1)[C:2]1[CH:7]=[CH:6][CH:5]=[CH:4][CH:3]=1. The catalyst class is: 54. (2) Reactant: [Br:1]N1C(=O)CCC1=O.[F:9][C:10]1[CH:32]=[C:31]([F:33])[CH:30]=[CH:29][C:11]=1[CH2:12][NH:13][C:14]1[CH:19]=[C:18]([CH3:20])[N:17]([CH2:21][C:22]2[CH:27]=[CH:26][N:25]=[CH:24][CH:23]=2)[C:16](=[O:28])[CH:15]=1.C([O-])(O)=O.[Na+]. Product: [Br:1][C:15]1[C:16](=[O:28])[N:17]([CH2:21][C:22]2[CH:27]=[CH:26][N:25]=[CH:24][CH:23]=2)[C:18]([CH3:20])=[CH:19][C:14]=1[NH:13][CH2:12][C:11]1[CH:29]=[CH:30][C:31]([F:33])=[CH:32][C:10]=1[F:9]. The catalyst class is: 2. (3) Reactant: [C:1]([O:5][C:6]([NH:8][C@H:9]1[CH2:13][C@@H:12]([C:14]([OH:16])=[O:15])[CH:11]=[CH:10]1)=[O:7])([CH3:4])([CH3:3])[CH3:2].[C:17](=O)([O-])[O-].[K+].[K+].CI. Product: [C:1]([O:5][C:6]([NH:8][C@H:9]1[CH2:13][C@@H:12]([C:14]([O:16][CH3:17])=[O:15])[CH:11]=[CH:10]1)=[O:7])([CH3:4])([CH3:2])[CH3:3]. The catalyst class is: 31. (4) The catalyst class is: 6. Reactant: C[O:2][C:3](=[O:39])[C@@H:4]([O:6][C:7]1[CH:16]=[CH:15][C:14]([F:17])=[C:13]2[C:8]=1[C:9]([O:35][CH:36]([F:38])[F:37])=[C:10]([CH2:20][C:21]1[CH:26]=[CH:25][C:24]([C:27]([N:29]3[CH2:33][CH2:32][CH2:31][CH2:30]3)=[O:28])=[CH:23][C:22]=1[Cl:34])[C:11]([CH2:18][CH3:19])=[N:12]2)[CH3:5].O1CCCC1.[OH-].[Li+]. Product: [Cl:34][C:22]1[CH:23]=[C:24]([C:27]([N:29]2[CH2:30][CH2:31][CH2:32][CH2:33]2)=[O:28])[CH:25]=[CH:26][C:21]=1[CH2:20][C:10]1[C:11]([CH2:18][CH3:19])=[N:12][C:13]2[C:8]([C:9]=1[O:35][CH:36]([F:38])[F:37])=[C:7]([O:6][C@@H:4]([CH3:5])[C:3]([OH:39])=[O:2])[CH:16]=[CH:15][C:14]=2[F:17]. (5) Reactant: [Cl:1][C:2]1[C:7]([C:8]#[N:9])=[CH:6][CH:5]=[C:4]([C:10]([CH3:13])([CH3:12])[CH3:11])[N:3]=1.[C:14]1(N)[CH:19]=[CH:18][CH:17]=[CH:16][C:15]=1[NH2:20].O.C1(C)C=CC(S(O)(=O)=O)=CC=1. Product: [Cl:1][C:2]1[C:7]([C:8]2[NH:20][C:15]3[CH:16]=[CH:17][CH:18]=[CH:19][C:14]=3[N:9]=2)=[CH:6][CH:5]=[C:4]([C:10]([CH3:13])([CH3:12])[CH3:11])[N:3]=1. The catalyst class is: 361.